The task is: Regression. Given a peptide amino acid sequence and an MHC pseudo amino acid sequence, predict their binding affinity value. This is MHC class I binding data.. This data is from Peptide-MHC class I binding affinity with 185,985 pairs from IEDB/IMGT. (1) The peptide sequence is AFFSDLVKF. The binding affinity (normalized) is 0.213. The MHC is HLA-A26:01 with pseudo-sequence HLA-A26:01. (2) The peptide sequence is ENAVWDQCK. The MHC is HLA-A68:01 with pseudo-sequence HLA-A68:01. The binding affinity (normalized) is 0.325. (3) The peptide sequence is ILLTAVAPSM. The MHC is HLA-A02:01 with pseudo-sequence HLA-A02:01. The binding affinity (normalized) is 0.277. (4) The peptide sequence is AVTDRETDV. The MHC is HLA-A02:06 with pseudo-sequence HLA-A02:06. The binding affinity (normalized) is 0.361.